This data is from NCI-60 drug combinations with 297,098 pairs across 59 cell lines. The task is: Regression. Given two drug SMILES strings and cell line genomic features, predict the synergy score measuring deviation from expected non-interaction effect. (1) Drug 2: CCC1=C2N=C(C=C(N2N=C1)NCC3=C[N+](=CC=C3)[O-])N4CCCCC4CCO. Synergy scores: CSS=44.3, Synergy_ZIP=2.38, Synergy_Bliss=3.27, Synergy_Loewe=5.02, Synergy_HSA=9.72. Cell line: T-47D. Drug 1: C1=CN(C(=O)N=C1N)C2C(C(C(O2)CO)O)(F)F. (2) Drug 1: C1CCN(CC1)CCOC2=CC=C(C=C2)C(=O)C3=C(SC4=C3C=CC(=C4)O)C5=CC=C(C=C5)O. Drug 2: CCN(CC)CCCC(C)NC1=C2C=C(C=CC2=NC3=C1C=CC(=C3)Cl)OC. Cell line: DU-145. Synergy scores: CSS=15.4, Synergy_ZIP=-6.20, Synergy_Bliss=3.98, Synergy_Loewe=0.875, Synergy_HSA=1.26. (3) Synergy scores: CSS=2.81, Synergy_ZIP=6.11, Synergy_Bliss=11.2, Synergy_Loewe=3.42, Synergy_HSA=4.46. Cell line: HS 578T. Drug 2: C1=CC(=CC=C1C#N)C(C2=CC=C(C=C2)C#N)N3C=NC=N3. Drug 1: CN1CCC(CC1)COC2=C(C=C3C(=C2)N=CN=C3NC4=C(C=C(C=C4)Br)F)OC. (4) Cell line: HOP-62. Drug 1: C1CN1P(=S)(N2CC2)N3CC3. Drug 2: CCC(=C(C1=CC=CC=C1)C2=CC=C(C=C2)OCCN(C)C)C3=CC=CC=C3.C(C(=O)O)C(CC(=O)O)(C(=O)O)O. Synergy scores: CSS=23.4, Synergy_ZIP=-3.03, Synergy_Bliss=0.832, Synergy_Loewe=-16.5, Synergy_HSA=-5.90. (5) Drug 1: CN1C2=C(C=C(C=C2)N(CCCl)CCCl)N=C1CCCC(=O)O.Cl. Cell line: NCI-H522. Synergy scores: CSS=29.6, Synergy_ZIP=-8.31, Synergy_Bliss=-5.55, Synergy_Loewe=-0.485, Synergy_HSA=-0.230. Drug 2: C1CCC(C(C1)N)N.C(=O)(C(=O)[O-])[O-].[Pt+4]. (6) Drug 1: C1CC(=O)NC(=O)C1N2CC3=C(C2=O)C=CC=C3N. Drug 2: C1C(C(OC1N2C=NC3=C2NC=NCC3O)CO)O. Cell line: SF-268. Synergy scores: CSS=0.118, Synergy_ZIP=0.770, Synergy_Bliss=-1.29, Synergy_Loewe=0.0966, Synergy_HSA=-1.27. (7) Drug 1: CC1C(C(CC(O1)OC2CC(CC3=C2C(=C4C(=C3O)C(=O)C5=C(C4=O)C(=CC=C5)OC)O)(C(=O)C)O)N)O.Cl. Drug 2: CS(=O)(=O)CCNCC1=CC=C(O1)C2=CC3=C(C=C2)N=CN=C3NC4=CC(=C(C=C4)OCC5=CC(=CC=C5)F)Cl. Cell line: LOX IMVI. Synergy scores: CSS=13.7, Synergy_ZIP=-4.31, Synergy_Bliss=1.64, Synergy_Loewe=-19.7, Synergy_HSA=2.76.